Dataset: Forward reaction prediction with 1.9M reactions from USPTO patents (1976-2016). Task: Predict the product of the given reaction. (1) Given the reactants [C:1]([O:5][C:6]([N:8]1[CH2:13][CH2:12][C:11](=O)[CH2:10][CH2:9]1)=[O:7])([CH3:4])([CH3:3])[CH3:2].[CH3:15][O:16][C:17]1[C:18]([NH2:23])=[CH:19][CH:20]=[CH:21][CH:22]=1, predict the reaction product. The product is: [CH3:15][O:16][C:17]1[C:18]([NH:23][CH:11]2[CH2:12][CH2:13][N:8]([C:6]([O:5][C:1]([CH3:4])([CH3:3])[CH3:2])=[O:7])[CH2:9][CH2:10]2)=[CH:19][CH:20]=[CH:21][CH:22]=1. (2) Given the reactants [C:1]([N:4]1[C:13]2[C:8](=[CH:9][C:10](Br)=[CH:11][CH:12]=2)[CH:7]([NH:15][C:16](=[O:21])[O:17][CH:18]([CH3:20])[CH3:19])[CH2:6][CH:5]1[CH3:22])(=[O:3])[CH3:2].C(=O)([O-])[O-].[K+].[K+].[CH:29]([C:31]1[CH:32]=[C:33](B(O)O)[O:34][CH:35]=1)=[O:30].C1(C)C=CC=CC=1, predict the reaction product. The product is: [C:1]([N:4]1[C:13]2[C:8](=[CH:9][C:10]([C:33]3[O:34][CH:35]=[C:31]([CH:29]=[O:30])[CH:32]=3)=[CH:11][CH:12]=2)[C@H:7]([NH:15][C:16](=[O:21])[O:17][CH:18]([CH3:20])[CH3:19])[CH2:6][C@@H:5]1[CH3:22])(=[O:3])[CH3:2]. (3) Given the reactants [Br:1][C:2]1[CH:3]=[CH:4][C:5]2[CH:11]3[CH2:12][CH:9]([CH2:10]3)[N:8]3[C:13]([CH:20]=O)=[C:14]([C:16]([O:18][CH3:19])=[O:17])[N:15]=[C:7]3[C:6]=2[CH:22]=1.[NH:23]1[CH2:27][CH2:26][CH2:25][CH2:24]1, predict the reaction product. The product is: [Br:1][C:2]1[CH:3]=[CH:4][C:5]2[CH:11]3[CH2:12][CH:9]([CH2:10]3)[N:8]3[C:13]([CH2:20][N:23]4[CH2:27][CH2:26][CH2:25][CH2:24]4)=[C:14]([C:16]([O:18][CH3:19])=[O:17])[N:15]=[C:7]3[C:6]=2[CH:22]=1. (4) Given the reactants [NH2:1][C:2]1[C:3]([C:14]([NH:16][C:17]2[CH:22]=[CH:21][CH:20]=[CH:19][N:18]=2)=[O:15])=[N:4][C:5]([N:8]2[CH2:13][CH2:12][NH:11][CH2:10][CH2:9]2)=[CH:6][N:7]=1.CCN(CC)CC.[CH2:30]([S:32](Cl)(=[O:34])=[O:33])[CH3:31], predict the reaction product. The product is: [NH2:1][C:2]1[C:3]([C:14]([NH:16][C:17]2[CH:22]=[CH:21][CH:20]=[CH:19][N:18]=2)=[O:15])=[N:4][C:5]([N:8]2[CH2:9][CH2:10][N:11]([S:32]([CH2:30][CH3:31])(=[O:34])=[O:33])[CH2:12][CH2:13]2)=[CH:6][N:7]=1. (5) The product is: [Br-:2].[SH:19][CH2:3][CH2:4][CH2:5][CH2:6][CH2:7][CH2:8][CH2:9][CH2:10][CH2:11][CH2:12][N+:13]([CH3:16])([CH3:15])[CH3:14]. Given the reactants [Br-].[Br:2][CH2:3][CH2:4][CH2:5][CH2:6][CH2:7][CH2:8][CH2:9][CH2:10][CH2:11][CH2:12][N+:13]([CH3:16])([CH3:15])[CH3:14].C([O-])(=[S:19])C.[K+].[OH-].[Na+], predict the reaction product. (6) Given the reactants [CH2:1]([NH2:3])[CH3:2].[Cl:4][CH2:5][CH2:6][N:7]=[C:8]=[O:9], predict the reaction product. The product is: [Cl:4][CH2:5][CH2:6][NH:7][C:8]([NH:3][CH2:1][CH3:2])=[O:9]. (7) Given the reactants [CH3:1][C:2]1[CH:7]=[CH:6][C:5]([S:8]([NH:11][CH:12]([C:16]2[CH:21]=[CH:20][CH:19]=[CH:18][CH:17]=2)[C:13](O)=[O:14])(=[O:10])=[O:9])=[CH:4][CH:3]=1.CCN=C=NCCCN(C)C.C1C=CC2[N:41]([OH:42])N=NC=2C=1.CO[C:45]([C:47]1[S:51][C:50]2[CH:52]=[C:53]([NH2:56])[CH:54]=[CH:55][C:49]=2[CH:48]=1)=[O:46].NO, predict the reaction product. The product is: [OH:42][NH:41][C:45]([C:47]1[S:51][C:50]2[CH:52]=[C:53]([NH:56][C:13](=[O:14])[CH:12]([NH:11][S:8]([C:5]3[CH:6]=[CH:7][C:2]([CH3:1])=[CH:3][CH:4]=3)(=[O:10])=[O:9])[C:16]3[CH:21]=[CH:20][CH:19]=[CH:18][CH:17]=3)[CH:54]=[CH:55][C:49]=2[CH:48]=1)=[O:46].